From a dataset of Forward reaction prediction with 1.9M reactions from USPTO patents (1976-2016). Predict the product of the given reaction. (1) Given the reactants [CH2:1]([O:3][C:4]([N:6]1[C:15]2[C:10](=[CH:11][C:12]([C:16]([F:19])([F:18])[F:17])=[CH:13][CH:14]=2)[C:9](=[O:20])[CH2:8][C@H:7]1[CH2:21][CH3:22])=[O:5])[CH3:2].C([BH-](CC(C)C)CC(C)C)C(C)C.[K+].CCC(C)[BH-](C(C)CC)C(C)CC.[K+], predict the reaction product. The product is: [CH2:1]([O:3][C:4]([N:6]1[C:15]2[C:10](=[CH:11][C:12]([C:16]([F:17])([F:18])[F:19])=[CH:13][CH:14]=2)[C@@H:9]([OH:20])[CH2:8][C@H:7]1[CH2:21][CH3:22])=[O:5])[CH3:2]. (2) Given the reactants [C:1]1([CH:7]([C:13]([O-:15])=O)[C:8](OCC)=[O:9])[CH:6]=[CH:5][CH:4]=[CH:3][CH:2]=1.[NH2:16][C:17]([NH2:19])=[S:18].[CH2:20](N(CCCC)CCCC)CCC.[OH-].[Na+].CI.Cl, predict the reaction product. The product is: [C:1]1([CH:7]2[C:13](=[O:15])[NH:19][C:17]([S:18][CH3:20])=[N:16][C:8]2=[O:9])[CH:6]=[CH:5][CH:4]=[CH:3][CH:2]=1.